From a dataset of Reaction yield outcomes from USPTO patents with 853,638 reactions. Predict the reaction yield, written as a fraction of the theoretical maximum amount of product (1.0 means a 100% yield; for example, 0.34 means a 34% yield). (1) The reactants are C[Mg]Br.CC[O:6][CH2:7][CH3:8].[Cl:9][C:10]1[CH:11]=[C:12]([CH:20]([CH2:30][CH:31]2[CH2:35]C[C:33](=O)[CH2:32]2)[C:21]([NH:23][C:24]2[CH:29]=[N:28][CH:27]=[CH:26][N:25]=2)=[O:22])[CH:13]=[CH:14][C:15]=1[S:16]([CH3:19])(=[O:18])=[O:17]. The catalyst is O1CCCC1. The product is [Cl:9][C:10]1[CH:11]=[C:12]([CH:20]([CH2:30][CH:31]2[CH2:32][CH2:33][C:7]([OH:6])([CH3:8])[CH2:35]2)[C:21]([NH:23][C:24]2[CH:29]=[N:28][CH:27]=[CH:26][N:25]=2)=[O:22])[CH:13]=[CH:14][C:15]=1[S:16]([CH3:19])(=[O:17])=[O:18]. The yield is 0.350. (2) The reactants are [Cl:1][C:2]1[C:3]([NH:12][C:13]2[C:18]([Cl:19])=[CH:17][N:16]=[C:15](Cl)[N:14]=2)=[C:4]([CH:9]=[CH:10][CH:11]=1)[C:5]([NH:7][CH3:8])=[O:6].[NH2:21][C:22]1[CH:23]=[CH:24][C:25]2[N:31]([CH2:32][CH2:33][O:34][CH3:35])[C:30](=[O:36])[CH2:29][CH2:28][CH2:27][C:26]=2[CH:37]=1.C12(CS(O)(=O)=O)C(C)(C)C(CC1)CC2=O.C(O)(C)C. The catalyst is O.C([O-])(O)=O.[Na+]. The product is [Cl:1][C:2]1[C:3]([NH:12][C:13]2[C:18]([Cl:19])=[CH:17][N:16]=[C:15]([NH:21][C:22]3[CH:23]=[CH:24][C:25]4[N:31]([CH2:32][CH2:33][O:34][CH3:35])[C:30](=[O:36])[CH2:29][CH2:28][CH2:27][C:26]=4[CH:37]=3)[N:14]=2)=[C:4]([CH:9]=[CH:10][CH:11]=1)[C:5]([NH:7][CH3:8])=[O:6]. The yield is 0.300. (3) The reactants are [CH3:1][C:2]1[CH:7]=[C:6]([CH3:8])[NH:5][C:4](=[O:9])[C:3]=1[CH2:10][NH:11][C:12](=[O:37])[C:13]1[CH:18]=[C:17]([C:19]2[CH:20]=[N:21][C:22]([CH2:25]O)=[CH:23][CH:24]=2)[CH:16]=[C:15]([N:27]([CH2:34][CH3:35])[CH:28]2[CH2:33][CH2:32][O:31][CH2:30][CH2:29]2)[C:14]=1[CH3:36].C1(P(C2C=CC=CC=2)C2C=CC=CC=2)C=CC=CC=1.C(Br)(Br)(Br)[Br:58].O. The catalyst is C(Cl)Cl. The product is [Br:58][CH2:25][C:22]1[N:21]=[CH:20][C:19]([C:17]2[CH:16]=[C:15]([N:27]([CH2:34][CH3:35])[CH:28]3[CH2:33][CH2:32][O:31][CH2:30][CH2:29]3)[C:14]([CH3:36])=[C:13]([CH:18]=2)[C:12]([NH:11][CH2:10][C:3]2[C:4](=[O:9])[NH:5][C:6]([CH3:8])=[CH:7][C:2]=2[CH3:1])=[O:37])=[CH:24][CH:23]=1. The yield is 0.890. (4) The reactants are [O:1]1[C:5]2[CH:6]=[CH:7][C:8]([N:10]3[C:14]([C:15]([OH:17])=[O:16])=[CH:13][C:12]([C:18](C)([CH3:20])[CH3:19])=[N:11]3)=[CH:9][C:4]=2[N:3]=[CH:2]1.C(OCC)(OCC)OCC.CC1C=CC(S([O-])(=O)=O)=CC=1.C1C=C[NH+]=CC=1. No catalyst specified. The product is [O:1]1[C:5]2[CH:6]=[CH:7][C:8]([N:10]3[C:14]([C:15]([OH:17])=[O:16])=[CH:13][C:12]([CH:18]([CH3:20])[CH3:19])=[N:11]3)=[CH:9][C:4]=2[N:3]=[CH:2]1. The yield is 0.450. (5) The reactants are [NH2:1][N:2]1[C:10](=[O:11])[C:9]2[NH:8][CH:7]=[N:6][C:5]=2[N:4]([CH2:12][CH2:13][CH2:14][CH2:15][CH3:16])[C:3]1=[NH:17].[CH:18]([O-])([O-])OCC. No catalyst specified. The product is [CH2:12]([N:4]1[C:5]2[N:6]=[CH:7][NH:8][C:9]=2[C:10](=[O:11])[N:2]2[N:1]=[CH:18][N:17]=[C:3]12)[CH2:13][CH2:14][CH2:15][CH3:16]. The yield is 0.200. (6) The reactants are [C:1]([N:4]1[C:13]2[C:8](=[CH:9][C:10]([F:14])=[CH:11][CH:12]=2)[C@H:7]([OH:15])[CH2:6][C@@H:5]1[CH3:16])(=[O:3])[CH3:2].[C:17]1(O)[CH:22]=[CH:21][CH:20]=[CH:19][CH:18]=1. No catalyst specified. The product is [C:1]([N:4]1[C:13]2[C:8](=[CH:9][C:10]([F:14])=[CH:11][CH:12]=2)[C@H:7]([O:15][C:17]2[CH:22]=[CH:21][CH:20]=[CH:19][CH:18]=2)[CH2:6][C@@H:5]1[CH3:16])(=[O:3])[CH3:2]. The yield is 0.630.